From a dataset of Retrosynthesis with 50K atom-mapped reactions and 10 reaction types from USPTO. Predict the reactants needed to synthesize the given product. (1) Given the product Cc1cc(C)cc(-c2nc(N)sc2-c2ccnc(OCc3ccccc3)c2)c1, predict the reactants needed to synthesize it. The reactants are: Cc1cc(C)cc(C(=O)C(Br)c2ccnc(OCc3ccccc3)c2)c1.NC(N)=S. (2) Given the product COC(=O)CN1C(=O)CNc2c(F)cccc21, predict the reactants needed to synthesize it. The reactants are: COC(=O)CBr.O=C1CNc2c(F)cccc2N1. (3) Given the product O=[N+]([O-])c1cnc2ccccc2c1NCc1cc(-c2cccnc2)on1, predict the reactants needed to synthesize it. The reactants are: NCc1cc(-c2cccnc2)on1.O=[N+]([O-])c1cnc2ccccc2c1Cl. (4) Given the product O=C(Nc1cnccc1C(=O)N1CCC(F)(F)C1)c1nc(C2CC2)ccc1Nc1cncnc1, predict the reactants needed to synthesize it. The reactants are: FC1(F)CCNC1.O=C(O)c1ccncc1NC(=O)c1nc(C2CC2)ccc1Nc1cncnc1.